From a dataset of NCI-60 drug combinations with 297,098 pairs across 59 cell lines. Regression. Given two drug SMILES strings and cell line genomic features, predict the synergy score measuring deviation from expected non-interaction effect. (1) Synergy scores: CSS=28.9, Synergy_ZIP=-7.28, Synergy_Bliss=-4.57, Synergy_Loewe=-3.04, Synergy_HSA=-0.815. Cell line: MDA-MB-231. Drug 2: C1CC(C1)(C(=O)O)C(=O)O.[NH2-].[NH2-].[Pt+2]. Drug 1: C1=CC(=C2C(=C1NCCNCCO)C(=O)C3=C(C=CC(=C3C2=O)O)O)NCCNCCO. (2) Drug 1: C1CCC(C1)C(CC#N)N2C=C(C=N2)C3=C4C=CNC4=NC=N3. Drug 2: C1=CC=C(C=C1)NC(=O)CCCCCCC(=O)NO. Cell line: NCI/ADR-RES. Synergy scores: CSS=27.6, Synergy_ZIP=-7.98, Synergy_Bliss=-1.65, Synergy_Loewe=-33.8, Synergy_HSA=-2.01. (3) Drug 1: CNC(=O)C1=CC=CC=C1SC2=CC3=C(C=C2)C(=NN3)C=CC4=CC=CC=N4. Drug 2: C1=CC=C(C=C1)NC(=O)CCCCCCC(=O)NO. Cell line: NCIH23. Synergy scores: CSS=8.51, Synergy_ZIP=1.76, Synergy_Bliss=0.756, Synergy_Loewe=-4.70, Synergy_HSA=0.0346.